This data is from Peptide-MHC class I binding affinity with 185,985 pairs from IEDB/IMGT. The task is: Regression. Given a peptide amino acid sequence and an MHC pseudo amino acid sequence, predict their binding affinity value. This is MHC class I binding data. (1) The peptide sequence is WLGDGNFLL. The MHC is HLA-A02:01 with pseudo-sequence HLA-A02:01. The binding affinity (normalized) is 1.00. (2) The peptide sequence is IKLEPVHGVY. The MHC is HLA-B58:01 with pseudo-sequence HLA-B58:01. The binding affinity (normalized) is 0. (3) The peptide sequence is FLGKIWPSYK. The MHC is HLA-B40:02 with pseudo-sequence HLA-B40:02. The binding affinity (normalized) is 0. (4) The peptide sequence is TLYCVHQEI. The MHC is HLA-A02:12 with pseudo-sequence HLA-A02:12. The binding affinity (normalized) is 0.820. (5) The peptide sequence is RLASSLYVY. The MHC is HLA-B51:01 with pseudo-sequence HLA-B51:01. The binding affinity (normalized) is 0.213. (6) The peptide sequence is KLWASFFQG. The MHC is HLA-B15:01 with pseudo-sequence HLA-B15:01. The binding affinity (normalized) is 0.0847. (7) The peptide sequence is KQLESVMYL. The MHC is HLA-A02:01 with pseudo-sequence HLA-A02:01. The binding affinity (normalized) is 0.853. (8) The peptide sequence is IANTTDHFF. The MHC is HLA-A02:01 with pseudo-sequence HLA-A02:01. The binding affinity (normalized) is 0.0847. (9) The peptide sequence is IRYLGVLLY. The MHC is HLA-B08:02 with pseudo-sequence HLA-B08:02. The binding affinity (normalized) is 0.0847.